From a dataset of Full USPTO retrosynthesis dataset with 1.9M reactions from patents (1976-2016). Predict the reactants needed to synthesize the given product. (1) Given the product [CH3:12][C:13]1[S:14][CH:15]=[C:16]([C:18](=[O:19])[CH2:4][C:3]([C:6]2[CH:11]=[CH:10][CH:9]=[CH:8][CH:7]=2)=[O:5])[N:17]=1, predict the reactants needed to synthesize it. The reactants are: [H-].[Na+].[C:3]([C:6]1[CH:11]=[CH:10][CH:9]=[CH:8][CH:7]=1)(=[O:5])[CH3:4].[CH3:12][C:13]1[S:14][CH:15]=[C:16]([C:18](OCC)=[O:19])[N:17]=1.C(O)(=O)C. (2) Given the product [CH3:20][N:17]1[CH2:16][CH2:15][CH:14]([C:11]2[CH:12]=[CH:13][C:8]([NH2:7])=[CH:9][C:10]=2[C:27]([F:28])([F:29])[F:30])[CH2:19][CH2:18]1, predict the reactants needed to synthesize it. The reactants are: [H-].[H-].[H-].[H-].[Li+].[Al+3].[NH2:7][C:8]1[CH:13]=[CH:12][C:11]([CH:14]2[CH2:19][CH2:18][N:17]([C:20](OC(C)(C)C)=O)[CH2:16][CH2:15]2)=[C:10]([C:27]([F:30])([F:29])[F:28])[CH:9]=1. (3) Given the product [F:55][C:51]1[CH:50]=[C:42]([CH:41]=[C:40]([F:39])[C:52]=1[O:53][CH3:54])[O:43][CH:44]1[CH2:49][CH2:48][N:47]([S:33]([C:32]2[C:31]([CH3:37])=[N:30][NH:29][C:28]=2[CH3:27])(=[O:35])=[O:34])[CH2:46][CH2:45]1, predict the reactants needed to synthesize it. The reactants are: ClC1C=C(C=CC=1Cl)OC1CCN(S(C2C(C)=NN(C)C=2C)(=O)=O)CC1.[CH3:27][C:28]1[C:32]([S:33](Cl)(=[O:35])=[O:34])=[C:31]([CH3:37])[NH:30][N:29]=1.Cl.[F:39][C:40]1[CH:41]=[C:42]([CH:50]=[C:51]([F:55])[C:52]=1[O:53][CH3:54])[O:43][CH:44]1[CH2:49][CH2:48][NH:47][CH2:46][CH2:45]1. (4) Given the product [CH:1]1([C:8]2[CH:13]=[CH:12][C:11]([S:14]([CH3:17])(=[O:16])=[O:15])=[CH:10][C:9]=2[C:18]([N:20]2[CH2:25][CH2:24][N:23]([C:26]3[CH:31]=[CH:30][C:29]([C:32]([F:34])([F:35])[F:33])=[CH:28][CH:27]=3)[CH2:22][CH2:21]2)=[O:19])[CH2:7][CH2:6][CH2:5][CH2:4][CH2:3][CH2:2]1, predict the reactants needed to synthesize it. The reactants are: [C:1]1([C:8]2[CH:13]=[CH:12][C:11]([S:14]([CH3:17])(=[O:16])=[O:15])=[CH:10][C:9]=2[C:18]([N:20]2[CH2:25][CH2:24][N:23]([C:26]3[CH:31]=[CH:30][C:29]([C:32]([F:35])([F:34])[F:33])=[CH:28][CH:27]=3)[CH2:22][CH2:21]2)=[O:19])[CH2:7][CH2:6][CH2:5][CH2:4][CH2:3][CH:2]=1. (5) Given the product [Cl:1][C:2]1[CH:3]=[CH:4][C:5]([S:13]([C:16]2[CH:17]=[CH:18][C:19]([CH2:22][C@H:23]([NH:25][CH2:26][C@@H:27]([C:29]3[CH:34]=[CH:33][CH:32]=[C:31]([Cl:35])[CH:30]=3)[OH:28])[CH3:24])=[CH:20][CH:21]=2)(=[O:14])=[O:15])=[C:6]([CH:12]=1)[C:7]([O-:9])=[O:8].[Na+:37], predict the reactants needed to synthesize it. The reactants are: [Cl:1][C:2]1[CH:3]=[CH:4][C:5]([S:13]([C:16]2[CH:21]=[CH:20][C:19]([CH2:22][C@H:23]([NH:25][CH2:26][C@@H:27]([C:29]3[CH:34]=[CH:33][CH:32]=[C:31]([Cl:35])[CH:30]=3)[OH:28])[CH3:24])=[CH:18][CH:17]=2)(=[O:15])=[O:14])=[C:6]([CH:12]=1)[C:7]([O:9]CC)=[O:8].[OH-].[Na+:37].Cl. (6) Given the product [N:1]1([C:5](=[O:15])[CH2:6][C:7]2[CH:12]=[CH:11][C:10]([O:13][CH2:34][CH2:33][C@@H:31]3[CH2:32][C@@H:30]3[CH:27]3[CH2:26][CH2:25][N:24]([C:21]4[N:20]=[CH:19][C:18]([CH2:16][CH3:17])=[CH:23][N:22]=4)[CH2:29][CH2:28]3)=[C:9]([F:14])[CH:8]=2)[CH2:4][CH2:3][CH2:2]1, predict the reactants needed to synthesize it. The reactants are: [N:1]1([C:5](=[O:15])[CH2:6][C:7]2[CH:12]=[CH:11][C:10]([OH:13])=[C:9]([F:14])[CH:8]=2)[CH2:4][CH2:3][CH2:2]1.[CH2:16]([C:18]1[CH:19]=[N:20][C:21]([N:24]2[CH2:29][CH2:28][CH:27]([C@H:30]3[CH2:32][C@H:31]3[CH2:33][CH2:34]O)[CH2:26][CH2:25]2)=[N:22][CH:23]=1)[CH3:17].C1(P(C2C=CC=CC=2)C2C=CC=CC=2)C=CC=CC=1.N(C(OC(C)(C)C)=O)=NC(OC(C)(C)C)=O. (7) Given the product [C:22]([CH2:2][C:3]1[C:8]2[N:9]=[C:10]([C:12]3[CH:17]=[CH:16][C:15]([O:18][CH3:19])=[CH:14][CH:13]=3)[S:11][C:7]=2[CH:6]=[C:5]([O:20][CH3:21])[CH:4]=1)#[N:23], predict the reactants needed to synthesize it. The reactants are: Br[CH2:2][C:3]1[C:8]2[N:9]=[C:10]([C:12]3[CH:17]=[CH:16][C:15]([O:18][CH3:19])=[CH:14][CH:13]=3)[S:11][C:7]=2[CH:6]=[C:5]([O:20][CH3:21])[CH:4]=1.[C-:22]#[N:23].[K+].